Dataset: CYP2C19 inhibition data for predicting drug metabolism from PubChem BioAssay. Task: Regression/Classification. Given a drug SMILES string, predict its absorption, distribution, metabolism, or excretion properties. Task type varies by dataset: regression for continuous measurements (e.g., permeability, clearance, half-life) or binary classification for categorical outcomes (e.g., BBB penetration, CYP inhibition). Dataset: cyp2c19_veith. (1) The compound is O[C@@H](COc1ccc(Cl)cc1Cl)CN1CCCC1. The result is 0 (non-inhibitor). (2) The compound is CS(=O)(=O)N1CCC[C@@]2(CCN(C(=O)Nc3cccc(F)c3)C2)C1. The result is 0 (non-inhibitor). (3) The result is 0 (non-inhibitor). The drug is Nc1nc2[nH]c(=O)cnc2c(=O)[nH]1. (4) The compound is CC[N+](C)(CC)CCOC(=O)C1c2ccccc2Oc2ccccc21. The result is 0 (non-inhibitor).